Dataset: Full USPTO retrosynthesis dataset with 1.9M reactions from patents (1976-2016). Task: Predict the reactants needed to synthesize the given product. (1) Given the product [N:46]1([C:44](=[O:45])[CH2:43][N:37]2[CH2:38][CH2:39][N:40]([CH2:6][C:7]3[N:12]=[CH:11][C:10]4[N:13]=[CH:14][N:15]([C:16]5[S:17][C:18]([C:34]([NH2:35])=[O:36])=[C:19]([O:21][C@@H:22]([C:24]6[CH:29]=[CH:28][CH:27]=[CH:26][C:25]=6[C:30]([F:33])([F:31])[F:32])[CH3:23])[CH:20]=5)[C:9]=4[CH:8]=3)[CH2:41][CH2:42]2)[CH2:47][CH2:48][O:49][CH2:50][CH2:51]1, predict the reactants needed to synthesize it. The reactants are: CS(O[CH2:6][C:7]1[N:12]=[CH:11][C:10]2[N:13]=[CH:14][N:15]([C:16]3[S:17][C:18]([C:34](=[O:36])[NH2:35])=[C:19]([O:21][C@@H:22]([C:24]4[CH:29]=[CH:28][CH:27]=[CH:26][C:25]=4[C:30]([F:33])([F:32])[F:31])[CH3:23])[CH:20]=3)[C:9]=2[CH:8]=1)(=O)=O.[N:37]1([CH2:43][C:44]([N:46]2[CH2:51][CH2:50][O:49][CH2:48][CH2:47]2)=[O:45])[CH2:42][CH2:41][NH:40][CH2:39][CH2:38]1. (2) Given the product [OH:1][CH2:2][CH2:3][CH2:4][C:5]1[CH:6]=[CH:7][C:8]([C:11]2[C:12](=[O:23])[N:13]([CH2:25][C:26]([O:28][CH3:29])=[O:27])[C:14]3[C:19]([N:20]=2)=[CH:18][CH:17]=[C:16]([O:21][CH3:22])[CH:15]=3)=[CH:9][CH:10]=1, predict the reactants needed to synthesize it. The reactants are: [OH:1][CH2:2][CH2:3][CH2:4][C:5]1[CH:10]=[CH:9][C:8]([C:11]2[C:12](=[O:23])[NH:13][C:14]3[C:19]([N:20]=2)=[CH:18][CH:17]=[C:16]([O:21][CH3:22])[CH:15]=3)=[CH:7][CH:6]=1.Br[CH2:25][C:26]([O:28][CH3:29])=[O:27].